This data is from Catalyst prediction with 721,799 reactions and 888 catalyst types from USPTO. The task is: Predict which catalyst facilitates the given reaction. (1) Reactant: [H-].[Na+].[Br-].[C:4]([CH2:7][CH2:8][CH2:9][CH2:10][CH2:11][CH2:12][CH2:13][CH2:14][P+](C1C=CC=CC=1)(C1C=CC=CC=1)C1C=CC=CC=1)([OH:6])=[O:5].[CH3:34][C:35]1[CH:42]=[CH:41][CH:40]=[C:39]([CH3:43])[C:36]=1[CH:37]=O.Cl. Product: [CH3:34][C:35]1[CH:42]=[CH:41][CH:40]=[C:39]([CH3:43])[C:36]=1[CH:37]=[CH:14][CH2:13][CH2:12][CH2:11][CH2:10][CH2:9][CH2:8][CH2:7][C:4]([OH:6])=[O:5]. The catalyst class is: 30. (2) Reactant: [Cl:1][C:2]1[C:3]([O:12][C:13]2[CH:18]=[C:17]([O:19][CH2:20][O:21][CH3:22])[CH:16]=[CH:15][C:14]=2[CH2:23][CH2:24][CH2:25][OH:26])=[N:4][CH:5]=[C:6]([C:8]([F:11])([F:10])[F:9])[CH:7]=1.[CH3:27][N:28]1[CH:32]=[C:31]([CH2:33][C:34]([O:36]C)=[O:35])[C:30](O)=[N:29]1.C(P(CCCC)CCCC)CCC.N(C(N1CCCCC1)=O)=NC(N1CCCCC1)=O.O1CCCC1CO.[OH-].[Na+].Cl. Product: [Cl:1][C:2]1[C:3]([O:12][C:13]2[CH:18]=[C:17]([O:19][CH2:20][O:21][CH3:22])[CH:16]=[CH:15][C:14]=2[CH2:23][CH2:24][CH2:25][O:26][C:30]2[C:31]([CH2:33][C:34]([OH:36])=[O:35])=[CH:32][N:28]([CH3:27])[N:29]=2)=[N:4][CH:5]=[C:6]([C:8]([F:9])([F:11])[F:10])[CH:7]=1. The catalyst class is: 7. (3) Reactant: [CH3:1][C:2]12[CH2:9][O:8][C:5]([C:10]3[O:11][CH:12]=[CH:13][CH:14]=3)([O:6][CH2:7]1)[O:4][CH2:3]2.[Li]CCCC.[CH2:20]([Sn:24](Cl)([CH2:29][CH2:30][CH2:31][CH3:32])[CH2:25][CH2:26][CH2:27][CH3:28])[CH2:21][CH2:22][CH3:23]. Product: [CH3:1][C:2]12[CH2:3][O:4][C:5]([C:10]3[O:11][C:12]([Sn:24]([CH2:25][CH2:26][CH2:27][CH3:28])([CH2:29][CH2:30][CH2:31][CH3:32])[CH2:20][CH2:21][CH2:22][CH3:23])=[CH:13][CH:14]=3)([O:6][CH2:7]1)[O:8][CH2:9]2. The catalyst class is: 1. (4) Reactant: O[CH2:2][CH:3]([C:13]1[CH:18]=[CH:17][CH:16]=[CH:15][C:14]=1[C:19]([F:22])([F:21])[F:20])[CH2:4][NH:5][C:6](=[O:12])[O:7]C(C)(C)C.[Cl:23]S([N:27]=C=O)(=O)=O.O.C(=O)(O)[O-].[Na+]. Product: [ClH:23].[NH2:27][CH2:2][CH:3]([C:13]1[CH:18]=[CH:17][CH:16]=[CH:15][C:14]=1[C:19]([F:22])([F:21])[F:20])[CH2:4][NH:5][C:6](=[O:12])[OH:7]. The catalyst class is: 10. (5) Reactant: C([O:8][C:9]1[CH:10]=[C:11]([CH:20]=[CH:21][CH:22]=1)[O:12][Si:13]([C:16]([CH3:19])([CH3:18])[CH3:17])([CH3:15])[CH3:14])C1C=CC=CC=1. Product: [C:16]([Si:13]([CH3:15])([CH3:14])[O:12][CH:11]1[CH2:20][CH2:21][CH2:22][CH:9]([OH:8])[CH2:10]1)([CH3:19])([CH3:18])[CH3:17]. The catalyst class is: 8. (6) Reactant: [NH2:1][C:2]1[N:6]([C:7]2[CH:12]=[CH:11][C:10]([F:13])=[CH:9][CH:8]=2)[N:5]=[CH:4][C:3]=1[C:14]([O:16]CC)=[O:15].[OH-].[Li+]. Product: [NH2:1][C:2]1[N:6]([C:7]2[CH:8]=[CH:9][C:10]([F:13])=[CH:11][CH:12]=2)[N:5]=[CH:4][C:3]=1[C:14]([OH:16])=[O:15]. The catalyst class is: 40. (7) Reactant: [F:1][CH2:2][C@@:3]12[C:32]3[CH:33]=[C:34]([N+:37]([O-])=O)[CH:35]=[CH:36][C:31]=3[O:30][CH2:29][CH2:28][C@@H:4]1[S:5](=[O:27])(=[O:26])[C:6]([CH3:25])([CH3:24])[C:7]([N:9]([C:17]([O:19][C:20]([CH3:23])([CH3:22])[CH3:21])=[O:18])[C:10](=[O:16])[O:11][C:12]([CH3:15])([CH3:14])[CH3:13])=[N:8]2. Product: [F:1][CH2:2][C@@:3]12[C:32]3[CH:33]=[C:34]([NH2:37])[CH:35]=[CH:36][C:31]=3[O:30][CH2:29][CH2:28][C@@H:4]1[S:5](=[O:26])(=[O:27])[C:6]([CH3:24])([CH3:25])[C:7]([N:9]([C:10]([O:11][C:12]([CH3:13])([CH3:14])[CH3:15])=[O:16])[C:17](=[O:18])[O:19][C:20]([CH3:23])([CH3:22])[CH3:21])=[N:8]2. The catalyst class is: 591.